From a dataset of Reaction yield outcomes from USPTO patents with 853,638 reactions. Predict the reaction yield, written as a fraction of the theoretical maximum amount of product (1.0 means a 100% yield; for example, 0.34 means a 34% yield). (1) The reactants are [N+:1]([C:4]1[CH:12]=[C:11]2[C:7]([CH2:8][CH2:9][NH:10]2)=[CH:6][CH:5]=1)([O-:3])=[O:2].CCN(CC)CC.[C:20](Cl)(=[O:22])[CH3:21]. The catalyst is C1COCC1. The product is [C:20]([N:10]1[C:11]2[C:7](=[CH:6][CH:5]=[C:4]([N+:1]([O-:3])=[O:2])[CH:12]=2)[CH2:8][CH2:9]1)(=[O:22])[CH3:21]. The yield is 1.00. (2) The yield is 0.380. The catalyst is C(Cl)Cl. The reactants are [O:1]=[C:2]1[N:6]([C@@H:7]([C:9]2[CH:14]=[CH:13][CH:12]=[CH:11][CH:10]=2)[CH3:8])[CH2:5][C@H:4]([C:15]([NH2:17])=O)[CH2:3]1.C([O-])(O)=O.[Na+].FC(F)(F)C(OC(=O)C(F)(F)F)=O. The product is [O:1]=[C:2]1[N:6]([C@@H:7]([C:9]2[CH:10]=[CH:11][CH:12]=[CH:13][CH:14]=2)[CH3:8])[CH2:5][C@H:4]([C:15]#[N:17])[CH2:3]1. (3) The reactants are [CH2:1]([CH:8]([N:16]1[C:38](=[O:39])[C:35]2[C:36]3[C:37]4[C:32](=[CH:33][CH:34]=2)[C:31]2[C:40]5[C:27]([C:28](Br)=[CH:29][CH:30]=2)=[CH:26][CH:25]=[CH:24][C:23]=5[C:22]=4[CH:21]=[CH:20][C:19]=3[C:17]1=[O:18])[CH2:9][CH2:10][CH2:11][CH2:12][CH2:13][CH2:14][CH3:15])[CH2:2][CH2:3][CH2:4][CH2:5][CH2:6][CH3:7].[B:42]1([B:42]2[O:46][C:45]([CH3:48])([CH3:47])[C:44]([CH3:50])([CH3:49])[O:43]2)[O:46][C:45]([CH3:48])([CH3:47])[C:44]([CH3:50])([CH3:49])[O:43]1.C([O-])(=O)C.[K+].[Cl-]. The catalyst is O1CCOCC1. The product is [CH2:1]([CH:8]([N:16]1[C:38](=[O:39])[C:35]2[C:36]3[C:37]4[C:32](=[CH:33][CH:34]=2)[C:31]2[C:40]5[C:27]([C:28]([B:42]6[O:46][C:45]([CH3:48])([CH3:47])[C:44]([CH3:50])([CH3:49])[O:43]6)=[CH:29][CH:30]=2)=[CH:26][CH:25]=[CH:24][C:23]=5[C:22]=4[CH:21]=[CH:20][C:19]=3[C:17]1=[O:18])[CH2:9][CH2:10][CH2:11][CH2:12][CH2:13][CH2:14][CH3:15])[CH2:2][CH2:3][CH2:4][CH2:5][CH2:6][CH3:7]. The yield is 0.780.